The task is: Predict the product of the given reaction.. This data is from Forward reaction prediction with 1.9M reactions from USPTO patents (1976-2016). (1) Given the reactants Cl[C:2]1[CH:7]=[C:6]([C:8]2[N:12]([CH3:13])[C:11]3[CH:14]=[CH:15][CH:16]=[CH:17][C:10]=3[N:9]=2)[C:5]([Cl:18])=[CH:4][N:3]=1.[NH:19]1[CH2:24][CH2:23][CH:22]([NH:25][S:26]([CH3:29])(=[O:28])=[O:27])[CH2:21][CH2:20]1.[F-].[Cs+], predict the reaction product. The product is: [Cl:18][C:5]1[C:6]([C:8]2[N:12]([CH3:13])[C:11]3[CH:14]=[CH:15][CH:16]=[CH:17][C:10]=3[N:9]=2)=[CH:7][C:2]([N:19]2[CH2:20][CH2:21][CH:22]([NH:25][S:26]([CH3:29])(=[O:27])=[O:28])[CH2:23][CH2:24]2)=[N:3][CH:4]=1. (2) Given the reactants F[P-](F)(F)(F)(F)F.C[N+](C)=C(N(C)C)ON1C2N=CC=CC=2N=N1.C(N(CC)C(C)C)(C)C.[F:34][C:35]([F:53])([F:52])[C:36]([C:39]1[CH:48]=[CH:47][C:46]2[CH2:45][C@H:44]([C:49]([OH:51])=O)[CH2:43][CH2:42][C:41]=2[N:40]=1)([CH3:38])[CH3:37].Cl.[NH2:55][C@@H:56]([C:58]1[C:63]([F:64])=[CH:62][C:61]([NH:65][S:66]([CH3:69])(=[O:68])=[O:67])=[C:60]([CH3:70])[CH:59]=1)[CH3:57], predict the reaction product. The product is: [F:64][C:63]1[CH:62]=[C:61]([NH:65][S:66]([CH3:69])(=[O:68])=[O:67])[C:60]([CH3:70])=[CH:59][C:58]=1[C@H:56]([NH:55][C:49]([CH:44]1[CH2:43][CH2:42][C:41]2[N:40]=[C:39]([C:36]([CH3:38])([CH3:37])[C:35]([F:53])([F:34])[F:52])[CH:48]=[CH:47][C:46]=2[CH2:45]1)=[O:51])[CH3:57].